From a dataset of Forward reaction prediction with 1.9M reactions from USPTO patents (1976-2016). Predict the product of the given reaction. (1) Given the reactants [NH2:1][C:2]1[C:7]([C:8]#[N:9])=[C:6]([C:10]2[CH:69]=[CH:68][C:13]([O:14][CH2:15][C@@H:16]([CH2:42][O:43][C:44](=[O:67])[C@H:45]([CH3:66])[NH:46][C:47](=[O:65])[C@@H:48]([NH:57]C(OC(C)(C)C)=O)[CH2:49][C:50]([O:52]C(C)(C)C)=[O:51])[O:17][C:18](=[O:41])[C@H:19]([CH3:40])[NH:20][C:21](=[O:39])[C@@H:22]([NH:31]C(OC(C)(C)C)=O)[CH2:23][C:24]([O:26]C(C)(C)C)=[O:25])=[CH:12][CH:11]=2)[C:5]([C:70]#[N:71])=[C:4]([S:72][CH2:73][C:74]2[N:75]=[C:76]([C:79]3[CH:84]=[CH:83][C:82]([Cl:85])=[CH:81][CH:80]=3)[O:77][CH:78]=2)[N:3]=1.[F:86][C:87]([F:92])([F:91])[C:88]([OH:90])=[O:89], predict the reaction product. The product is: [F:86][C:87]([F:92])([F:91])[C:88]([OH:90])=[O:89].[F:86][C:87]([F:92])([F:91])[C:88]([OH:90])=[O:89].[NH2:31][C@H:22]([C:21](=[O:39])[NH:20][C@@H:19]([CH3:40])[C:18](=[O:41])[O:17][C@@H:16]([CH2:15][O:14][C:13]1[CH:12]=[CH:11][C:10]([C:6]2[C:5]([C:70]#[N:71])=[C:4]([S:72][CH2:73][C:74]3[N:75]=[C:76]([C:79]4[CH:80]=[CH:81][C:82]([Cl:85])=[CH:83][CH:84]=4)[O:77][CH:78]=3)[N:3]=[C:2]([NH2:1])[C:7]=2[C:8]#[N:9])=[CH:69][CH:68]=1)[CH2:42][O:43][C:44](=[O:67])[C@H:45]([CH3:66])[NH:46][C:47](=[O:65])[C@@H:48]([NH2:57])[CH2:49][C:50]([OH:52])=[O:51])[CH2:23][C:24]([OH:26])=[O:25]. (2) Given the reactants [OH:1][CH2:2][C:3]1[CH:19]=[CH:18][C:6]([CH2:7][C:8]2[C:9]([O:11][C:12](=O)C=2C(C)C)=[O:10])=[CH:5][CH:4]=1.CO.O1C[CH2:25][CH2:24][CH2:23]1.C[Si](C=[N+]=[N-])(C)C.CCCCCC.C1(C)C=CC=CC=1.[C:47]([O:50][CH2:51]C)(=[O:49])[CH3:48], predict the reaction product. The product is: [OH:1][CH2:2][C:3]1[CH:19]=[CH:18][C:6]([CH2:7]/[C:8](=[C:48](\[CH:24]([CH3:25])[CH3:23])/[C:47]([O:50][CH3:51])=[O:49])/[C:9]([O:11][CH3:12])=[O:10])=[CH:5][CH:4]=1. (3) The product is: [NH2:18][C:19]1[CH:24]=[CH:23][C:22]([CH3:25])=[CH:21][C:20]=1[C:29]([C:28]1[C:27]([F:26])=[CH:35][CH:34]=[CH:33][C:32]=1[F:36])=[O:30]. Given the reactants NC1C=CC(Cl)=CC=1C(C1C=CC(F)=CC=1)=O.[NH2:18][C:19]1[CH:24]=[CH:23][C:22]([CH3:25])=[CH:21][CH:20]=1.[F:26][C:27]1[CH:35]=[CH:34][CH:33]=[C:32]([F:36])[C:28]=1[C:29](Cl)=[O:30], predict the reaction product. (4) Given the reactants Br[CH2:2][CH2:3][CH2:4][CH2:5][CH2:6][CH2:7][C:8]1[C:14]2[CH:15]=[CH:16][C:17]([OH:19])=[CH:18][C:13]=2[CH2:12][CH2:11][CH2:10][C:9]=1[C:20]1[CH:25]=[CH:24][CH:23]=[CH:22][CH:21]=1.[F:26][C:27]([F:41])([F:40])[CH2:28][CH2:29][S:30]([CH2:32][CH2:33][CH2:34][NH:35][CH2:36][CH2:37][CH2:38][OH:39])=[O:31], predict the reaction product. The product is: [OH:39][CH2:38][CH2:37][CH2:36][N:35]([CH2:34][CH2:33][CH2:32][S:30]([CH2:29][CH2:28][C:27]([F:41])([F:26])[F:40])=[O:31])[CH2:2][CH2:3][CH2:4][CH2:5][CH2:6][CH2:7][C:8]1[C:14]2[CH:15]=[CH:16][C:17]([OH:19])=[CH:18][C:13]=2[CH2:12][CH2:11][CH2:10][C:9]=1[C:20]1[CH:25]=[CH:24][CH:23]=[CH:22][CH:21]=1. (5) Given the reactants CS(C)=O.[NH:5]1[CH:9]=[CH:8][N:7]=[CH:6]1.[F:10][C:11]1[CH:16]=[CH:15][C:14]([O:17][CH3:18])=[C:13](Br)[CH:12]=1.[OH-].[K+], predict the reaction product. The product is: [F:10][C:11]1[CH:16]=[CH:15][C:14]([O:17][CH3:18])=[C:13]([N:5]2[CH:9]=[CH:8][N:7]=[CH:6]2)[CH:12]=1.